From a dataset of Forward reaction prediction with 1.9M reactions from USPTO patents (1976-2016). Predict the product of the given reaction. (1) Given the reactants [NH2:1][C:2]1[CH:7]=[CH:6][CH:5]=[CH:4][C:3]=1[C:8]1[CH:9]=[N:10][C:11]2[N:12]([N:14]=[C:15]([C:19]3[CH:24]=[CH:23][C:22]([O:25][C:26]4[CH:31]=[CH:30][CH:29]=[CH:28][CH:27]=4)=[CH:21][CH:20]=3)[C:16]=2[C:17]#[N:18])[CH:13]=1.[BH4-].[Na+].O, predict the reaction product. The product is: [NH2:1][C:2]1[CH:7]=[CH:6][CH:5]=[CH:4][C:3]=1[C:8]1[CH2:9][NH:10][C:11]2[N:12]([N:14]=[C:15]([C:19]3[CH:24]=[CH:23][C:22]([O:25][C:26]4[CH:31]=[CH:30][CH:29]=[CH:28][CH:27]=4)=[CH:21][CH:20]=3)[C:16]=2[C:17]#[N:18])[CH:13]=1. (2) The product is: [CH3:26][O:27][C:28]1[CH:29]=[C:30]([NH:31][C:2]2[C:11]3=[N:12][NH:13][CH:14]=[C:10]3[C:9]3[CH:8]=[CH:7][CH:6]=[C:5]([O:24][CH3:25])[C:4]=3[N:3]=2)[CH:32]=[CH:33][C:34]=1[O:35][CH3:36]. Given the reactants Cl[C:2]1[C:11]2=[N:12][N:13](CC3C=CC(OC)=CC=3)[CH:14]=[C:10]2[C:9]2[CH:8]=[CH:7][CH:6]=[C:5]([O:24][CH3:25])[C:4]=2[N:3]=1.[CH3:26][O:27][C:28]1[CH:29]=[C:30]([CH:32]=[CH:33][C:34]=1[O:35][CH3:36])[NH2:31].Cl, predict the reaction product.